The task is: Predict the reactants needed to synthesize the given product.. This data is from Full USPTO retrosynthesis dataset with 1.9M reactions from patents (1976-2016). Given the product [Cl:40][C:28]1[CH:27]=[CH:26][C:25]([C:5]2[C:6]([C@@H:8]([NH:18][C:19](=[O:24])[C:20]([F:23])([F:22])[F:21])[CH2:9][C:10]3[CH:11]=[C:12]([F:17])[CH:13]=[C:14]([F:16])[CH:15]=3)=[N:7][C:2]([C:42]#[C:41][C:43]3([OH:49])[CH2:46][CH:45]([C:47]#[N:48])[CH2:44]3)=[CH:3][CH:4]=2)=[C:33]2[C:29]=1[C:30]([NH:35][S:36]([CH3:39])(=[O:38])=[O:37])=[N:31][N:32]2[CH3:34], predict the reactants needed to synthesize it. The reactants are: Cl[C:2]1[N:7]=[C:6]([C@@H:8]([NH:18][C:19](=[O:24])[C:20]([F:23])([F:22])[F:21])[CH2:9][C:10]2[CH:15]=[C:14]([F:16])[CH:13]=[C:12]([F:17])[CH:11]=2)[C:5]([C:25]2[CH:26]=[CH:27][C:28]([Cl:40])=[C:29]3[C:33]=2[N:32]([CH3:34])[N:31]=[C:30]3[NH:35][S:36]([CH3:39])(=[O:38])=[O:37])=[CH:4][CH:3]=1.[C:41]([C:43]1([OH:49])[CH2:46][CH:45]([C:47]#[N:48])[CH2:44]1)#[CH:42].C(NCC)C.